This data is from TCR-epitope binding with 47,182 pairs between 192 epitopes and 23,139 TCRs. The task is: Binary Classification. Given a T-cell receptor sequence (or CDR3 region) and an epitope sequence, predict whether binding occurs between them. The epitope is FLPRVFSAV. The TCR CDR3 sequence is CASSSLGGAQETQYF. Result: 1 (the TCR binds to the epitope).